From a dataset of TCR-epitope binding with 47,182 pairs between 192 epitopes and 23,139 TCRs. Binary Classification. Given a T-cell receptor sequence (or CDR3 region) and an epitope sequence, predict whether binding occurs between them. The epitope is YIFFASFYY. The TCR CDR3 sequence is CASSQAGSGYTF. Result: 0 (the TCR does not bind to the epitope).